From a dataset of Full USPTO retrosynthesis dataset with 1.9M reactions from patents (1976-2016). Predict the reactants needed to synthesize the given product. (1) Given the product [O:7]1[C:12]2[CH:13]=[CH:14][CH:15]=[CH:16][C:11]=2[NH:10][CH2:9][CH2:8]1, predict the reactants needed to synthesize it. The reactants are: [H-].[Al+3].[Li+].[H-].[H-].[H-].[O:7]1[C:12]2[CH:13]=[CH:14][CH:15]=[CH:16][C:11]=2[NH:10][C:9](=O)[CH2:8]1.[Na].[OH-]. (2) Given the product [CH3:1][O:2][C:3](=[O:12])[CH:4]([C:6]1[CH:11]=[CH:10][CH:9]=[CH:8][CH:7]=1)[N:20]1[CH2:25][CH2:24][S:23][CH2:22][CH2:21]1, predict the reactants needed to synthesize it. The reactants are: [CH3:1][O:2][C:3](=[O:12])[CH:4]([C:6]1[CH:11]=[CH:10][CH:9]=[CH:8][CH:7]=1)Br.C(N(CC)CC)C.[NH:20]1[CH2:25][CH2:24][S:23][CH2:22][CH2:21]1. (3) Given the product [Cl:66][C:60]1[CH:61]=[C:62]([F:65])[CH:63]=[CH:64][C:59]=1[CH2:58][N:40]1[CH2:41][CH2:42][CH2:43][C@H:38]([CH2:37][O:36][C:26]2[C:25]([CH:22]3[CH2:24][CH2:23]3)=[CH:34][C:29]([C:30]([O:32][CH3:33])=[O:31])=[C:28]([F:35])[CH:27]=2)[CH2:39]1, predict the reactants needed to synthesize it. The reactants are: C1(C2C(O[C@@H]3CCCNC3)=CC(F)=C(C=2)C(OC)=O)CC1.[CH:22]1([C:25]2[C:26]([O:36][CH2:37][C@H:38]3[CH2:43][CH2:42][CH2:41][NH:40][CH2:39]3)=[CH:27][C:28]([F:35])=[C:29]([CH:34]=2)[C:30]([O:32][CH3:33])=[O:31])[CH2:24][CH2:23]1.BrCC1C=CC(F)=CC=1C(F)(F)F.Br[CH2:58][C:59]1[CH:64]=[CH:63][C:62]([F:65])=[CH:61][C:60]=1[Cl:66]. (4) Given the product [F:9][C:10]1[CH:20]=[CH:19][C:13]([CH:14]([OH:18])[C:15]([O:17][CH3:1])=[O:16])=[CH:12][CH:11]=1, predict the reactants needed to synthesize it. The reactants are: [C:1](=O)([O-])[O-].[K+].[K+].IC.[F:9][C:10]1[CH:20]=[CH:19][C:13]([CH:14]([OH:18])[C:15]([OH:17])=[O:16])=[CH:12][CH:11]=1. (5) Given the product [CH2:9]=[CH:10][C:11]1[CH:16]=[CH:15][CH:14]=[CH:13][CH:12]=1.[CH2:22]=[CH:23][C:24](=[CH2:25])[CH3:26].[CH2:9]=[CH:10][C:11]1[CH:16]=[CH:15][CH:14]=[CH:13][CH:12]=1, predict the reactants needed to synthesize it. The reactants are: CN(CCN(C)C)C.[CH2:9]=[CH:10][C:11]1[CH:16]=[CH:15][CH:14]=[CH:13][CH:12]=1.C([Li])CCC.[CH2:22]=[CH:23][C:24](=[CH2:26])[CH3:25].Cl[Si](Cl)(Cl)Cl.